Predict which catalyst facilitates the given reaction. From a dataset of Catalyst prediction with 721,799 reactions and 888 catalyst types from USPTO. (1) Reactant: [Cl:1][C:2]1[CH:18]=[CH:17][C:5]([O:6][C:7]2[CH:12]=[CH:11][C:10]([OH:13])=[C:9]([CH2:14][CH2:15][CH3:16])[CH:8]=2)=[CH:4][CH:3]=1.[S:19](O[S:19]([C:22]([F:25])([F:24])[F:23])(=[O:21])=[O:20])([C:22]([F:25])([F:24])[F:23])(=[O:21])=[O:20]. Product: [F:23][C:22]([F:25])([F:24])[S:19]([O:13][C:10]1[CH:11]=[CH:12][C:7]([O:6][C:5]2[CH:17]=[CH:18][C:2]([Cl:1])=[CH:3][CH:4]=2)=[CH:8][C:9]=1[CH2:14][CH2:15][CH3:16])(=[O:21])=[O:20]. The catalyst class is: 268. (2) Reactant: [Cl:1][C:2]1[CH:7]=[CH:6][CH:5]=[CH:4][C:3]=1[C:8]1[N:9]([C:16]2[CH:21]=[CH:20][C:19]([Cl:22])=[CH:18][CH:17]=2)[CH:10]=[C:11]([C:13](Cl)=[O:14])[N:12]=1.Cl.[CH3:24][NH:25][O:26][CH3:27].C(N(CC)CC)C. Product: [Cl:1][C:2]1[CH:7]=[CH:6][CH:5]=[CH:4][C:3]=1[C:8]1[N:9]([C:16]2[CH:21]=[CH:20][C:19]([Cl:22])=[CH:18][CH:17]=2)[CH:10]=[C:11]([C:13]([N:25]([O:26][CH3:27])[CH3:24])=[O:14])[N:12]=1. The catalyst class is: 4. (3) Reactant: [O:1]1[C:5]2[CH:6]=[CH:7][CH:8]=[CH:9][C:4]=2[C:3]([N:10]2[CH2:15][CH2:14][N:13]([CH2:16][CH:17]([C:19]3[CH:20]=[C:21]4[C:25](=[CH:26][CH:27]=3)[C:24]([CH3:29])([CH3:28])[CH:23]([OH:30])[C:22]4([CH3:32])[CH3:31])O)[CH2:12][CH2:11]2)=[N:2]1.CS([Cl:37])(=O)=O.C(N(CC)CC)C. Product: [O:1]1[C:5]2[CH:6]=[CH:7][CH:8]=[CH:9][C:4]=2[C:3]([N:10]2[CH2:15][CH2:14][N:13]([CH2:16][CH:17]([C:19]3[CH:20]=[C:21]4[C:25](=[CH:26][CH:27]=3)[C:24]([CH3:29])([CH3:28])[CH:23]([OH:30])[C:22]4([CH3:32])[CH3:31])[Cl:37])[CH2:12][CH2:11]2)=[N:2]1. The catalyst class is: 2. (4) Reactant: [Br:1][C:2]1[CH:7]=[CH:6][C:5]([NH2:8])=[C:4]([CH:9]([NH:16][CH3:17])[C:10]2[CH:15]=[CH:14][CH:13]=[CH:12][CH:11]=2)[CH:3]=1.ClC(Cl)(O[C:22](=[O:28])OC(Cl)(Cl)Cl)Cl.O.CCOC(C)=O. Product: [Br:1][C:2]1[CH:3]=[C:4]2[C:5](=[CH:6][CH:7]=1)[NH:8][C:22](=[O:28])[N:16]([CH3:17])[CH:9]2[C:10]1[CH:15]=[CH:14][CH:13]=[CH:12][CH:11]=1. The catalyst class is: 1. (5) Reactant: [C:1]([O:5][C:6]([N:8]1[C:12]2[CH:13]=[C:14]([NH2:17])[CH:15]=[CH:16][C:11]=2[N:10]=[CH:9]1)=[O:7])([CH3:4])([CH3:3])[CH3:2].[Br:18][C:19]1[N:20]=[C:21](Br)[C:22]2[N:23]([CH:25]=[CH:26][N:27]=2)[CH:24]=1.C([O-])([O-])=O.[K+].[K+]. Product: [C:1]([O:5][C:6]([N:8]1[C:12]2[CH:13]=[C:14]([NH:17][C:21]3[C:22]4[N:23]([CH:25]=[CH:26][N:27]=4)[CH:24]=[C:19]([Br:18])[N:20]=3)[CH:15]=[CH:16][C:11]=2[N:10]=[CH:9]1)=[O:7])([CH3:4])([CH3:2])[CH3:3]. The catalyst class is: 10.